From a dataset of Forward reaction prediction with 1.9M reactions from USPTO patents (1976-2016). Predict the product of the given reaction. (1) Given the reactants [Cl:1][C:2]1[CH:7]=[C:6]([C:8]([CH3:11])([CH3:10])[CH3:9])[CH:5]=[CH:4][C:3]=1[S:12]([N:15]([C:19]1[CH:23]=[CH:22][S:21][C:20]=1[C:24]([O:26][CH3:27])=[O:25])COC)(=[O:14])=[O:13].Cl, predict the reaction product. The product is: [Cl:1][C:2]1[CH:7]=[C:6]([C:8]([CH3:9])([CH3:10])[CH3:11])[CH:5]=[CH:4][C:3]=1[S:12]([NH:15][C:19]1[CH:23]=[CH:22][S:21][C:20]=1[C:24]([O:26][CH3:27])=[O:25])(=[O:13])=[O:14]. (2) Given the reactants [CH3:1][C@@H:2]1[C:7](=O)[N:6]2[CH2:9][CH2:10][NH:11][CH2:12][CH:5]2[C:4](=O)[NH:3]1.B.C1COCC1, predict the reaction product. The product is: [CH3:1][C@@H:2]1[CH2:7][N:6]2[CH2:9][CH2:10][NH:11][CH2:12][CH:5]2[CH2:4][NH:3]1. (3) Given the reactants Br[C:2]1[CH:11]=[CH:10][C:9]2[N:8]=[CH:7][C:6]3[N:12]([CH3:29])[C:13](=[O:28])[N:14]([C:15]4[C:16]([CH3:27])=[N:17][N:18]([CH2:20][C:21]([N:23]([CH2:25][CH3:26])[CH3:24])=[O:22])[CH:19]=4)[C:5]=3[C:4]=2[CH:3]=1.[N:30]1([C:35]2[N:40]=[CH:39][C:38](B3OC(C)(C)C(C)(C)O3)=[CH:37][N:36]=2)[CH2:34][CH2:33][CH2:32][CH2:31]1, predict the reaction product. The product is: [CH2:25]([N:23]([CH3:24])[C:21](=[O:22])[CH2:20][N:18]1[CH:19]=[C:15]([N:14]2[C:5]3[C:4]4[CH:3]=[C:2]([C:38]5[CH:39]=[N:40][C:35]([N:30]6[CH2:31][CH2:32][CH2:33][CH2:34]6)=[N:36][CH:37]=5)[CH:11]=[CH:10][C:9]=4[N:8]=[CH:7][C:6]=3[N:12]([CH3:29])[C:13]2=[O:28])[C:16]([CH3:27])=[N:17]1)[CH3:26]. (4) Given the reactants [CH2:1]([N:8]([CH2:14][CH:15]=[CH2:16])[S:9](C=C)(=[O:11])=[O:10])[C:2]1[CH:7]=[CH:6][CH:5]=[CH:4][CH:3]=1, predict the reaction product. The product is: [CH2:1]([N:8]1[CH2:14][CH:15]=[CH:16][S:9]1(=[O:10])=[O:11])[C:2]1[CH:3]=[CH:4][CH:5]=[CH:6][CH:7]=1. (5) Given the reactants [Br:1][C:2]1[CH:3]=[CH:4][C:5]([OH:10])=[C:6]([CH:9]=1)[CH:7]=[O:8].C([O-])([O-])=O.[K+].[K+].[CH2:17]([C:19]1([CH2:23]OS(C2C=CC(C)=CC=2)(=O)=O)[CH2:22][O:21][CH2:20]1)[CH3:18], predict the reaction product. The product is: [Br:1][C:2]1[CH:3]=[CH:4][C:5]([O:10][CH2:23][C:19]2([CH2:17][CH3:18])[CH2:22][O:21][CH2:20]2)=[C:6]([CH:9]=1)[CH:7]=[O:8]. (6) Given the reactants [NH:1]1[CH2:10][CH2:9][CH2:8][C@H:2]1[C:3]([O:5][CH2:6][CH3:7])=[O:4].[CH:11](=O)[C:12]1[CH:17]=[CH:16][CH:15]=[CH:14][CH:13]=1.C(O[BH-](OC(=O)C)OC(=O)C)(=O)C.[Na+].C(=O)([O-])[O-].[K+].[K+], predict the reaction product. The product is: [CH2:11]([N:1]1[CH2:10][CH2:9][CH2:8][C@H:2]1[C:3]([O:5][CH2:6][CH3:7])=[O:4])[C:12]1[CH:17]=[CH:16][CH:15]=[CH:14][CH:13]=1. (7) The product is: [Cl:1][C:2]1[CH:3]=[N:4][N:5]([CH3:17])[C:6]=1[C:7]1[CH:8]=[C:9]([C:14]([NH:27][C@@H:28]([CH2:41][C:42]2[CH:47]=[CH:46][CH:45]=[CH:44][C:43]=2[C:48]([F:51])([F:49])[F:50])[CH2:29][N:30]2[C:38](=[O:39])[C:37]3[C:32](=[CH:33][CH:34]=[CH:35][CH:36]=3)[C:31]2=[O:40])=[O:16])[S:10][C:11]=1[CH2:12][CH3:13]. Given the reactants [Cl:1][C:2]1[CH:3]=[N:4][N:5]([CH3:17])[C:6]=1[C:7]1[CH:8]=[C:9]([C:14]([OH:16])=O)[S:10][C:11]=1[CH2:12][CH3:13].C(N(CC)C(C)C)(C)C.[NH2:27][C@@H:28]([CH2:41][C:42]1[CH:47]=[CH:46][CH:45]=[CH:44][C:43]=1[C:48]([F:51])([F:50])[F:49])[CH2:29][N:30]1[C:38](=[O:39])[C:37]2[C:32](=[CH:33][CH:34]=[CH:35][CH:36]=2)[C:31]1=[O:40].F[P-](F)(F)(F)(F)F.Br[P+](N1CCCC1)(N1CCCC1)N1CCCC1, predict the reaction product. (8) Given the reactants [CH3:1][O:2][C:3]1[C:4]2[N:21]([CH3:22])[N:20]=[C:19]([CH3:23])[C:5]=2[N:6]=[C:7]([N:9]2[CH:13]=[C:12]([C:14]([O:16][CH2:17][CH3:18])=[O:15])[CH:11]=[N:10]2)[N:8]=1.[Br:24]N1C(=O)CCC1=O.N(C(C)(C)C#N)=NC(C)(C)C#N, predict the reaction product. The product is: [Br:24][CH2:23][C:19]1[C:5]2[N:6]=[C:7]([N:9]3[CH:13]=[C:12]([C:14]([O:16][CH2:17][CH3:18])=[O:15])[CH:11]=[N:10]3)[N:8]=[C:3]([O:2][CH3:1])[C:4]=2[N:21]([CH3:22])[N:20]=1.